This data is from Blood-brain barrier penetration binary classification data from Martins et al.. The task is: Regression/Classification. Given a drug SMILES string, predict its absorption, distribution, metabolism, or excretion properties. Task type varies by dataset: regression for continuous measurements (e.g., permeability, clearance, half-life) or binary classification for categorical outcomes (e.g., BBB penetration, CYP inhibition). Dataset: bbb_martins. (1) The molecule is CC1COc2c(N3CCN(C)CC3)c(F)cc3c(=O)c(C(=O)O)cn1c23. The result is 1 (penetrates BBB). (2) The drug is Cc1ncc2n1-c1ccc(Cl)cc1C(c1ccccc1F)=NC2. The result is 1 (penetrates BBB).